The task is: Binary Classification. Given a drug SMILES string, predict its activity (active/inactive) in a high-throughput screening assay against a specified biological target.. This data is from HIV replication inhibition screening data with 41,000+ compounds from the AIDS Antiviral Screen. The molecule is Nc1ccc2c(O)c(N=Nc3ccc(N=Nc4ccc(S(=O)(=O)O)cc4)cc3)c(S(=O)(=O)O)cc2c1N=Nc1ccc(N=Nc2ccc(S(=O)(=O)O)cc2)cc1. The result is 1 (active).